Dataset: Forward reaction prediction with 1.9M reactions from USPTO patents (1976-2016). Task: Predict the product of the given reaction. Given the reactants [CH3:1][O:2][C:3]1[CH:4]=[C:5]([OH:11])[CH:6]=[C:7]([O:9][CH3:10])[CH:8]=1.Cl[CH2:13]C#N.C[CH2:17][O:18]CC, predict the reaction product. The product is: [CH3:10][O:9][C:7]1[C:8]2[C:17](=[O:18])[CH2:1][O:2][C:3]=2[CH:4]=[C:5]([O:11][CH3:13])[CH:6]=1.